This data is from Catalyst prediction with 721,799 reactions and 888 catalyst types from USPTO. The task is: Predict which catalyst facilitates the given reaction. (1) Reactant: [C:1]([C:5]1[CH:9]=[C:8]([NH:10][C:11]2[C:12]([C:17]([OH:19])=[O:18])=[N:13][CH:14]=[CH:15][CH:16]=2)[N:7]([C:20]2[C:25]([CH3:26])=[CH:24][CH:23]=[CH:22][C:21]=2[CH3:27])[N:6]=1)([CH3:4])([CH3:3])[CH3:2].[F:28][B-](F)(F)F.F[B-](F)(F)F.ClC[N+]12CC[N+](F)(CC1)CC2. Product: [C:1]([C:5]1[C:9]([F:28])=[C:8]([NH:10][C:11]2[C:12]([C:17]([OH:19])=[O:18])=[N:13][CH:14]=[CH:15][CH:16]=2)[N:7]([C:20]2[C:25]([CH3:26])=[CH:24][CH:23]=[CH:22][C:21]=2[CH3:27])[N:6]=1)([CH3:4])([CH3:3])[CH3:2]. The catalyst class is: 23. (2) Reactant: [CH3:1][C:2]([CH3:21])([CH3:20])[C:3]([C:5]1[C:13]2[C:8](=[CH:9][C:10]([O:14][CH3:15])=[CH:11][CH:12]=2)[N:7]([CH2:16][C:17](O)=[O:18])[N:6]=1)=[O:4].[CH:22]1[CH:23]=[CH:24][C:25]2N(O)N=N[C:26]=2[CH:27]=1.[CH2:32]([NH:34][CH:35]1CCCCC1)[CH3:33].CCN(C(C)C)C(C)C. Product: [CH:26]1([CH2:35][N:34]([CH2:32][CH3:33])[C:17](=[O:18])[CH2:16][N:7]2[C:8]3[C:13](=[CH:12][CH:11]=[C:10]([O:14][CH3:15])[CH:9]=3)[C:5]([C:3](=[O:4])[C:2]([CH3:20])([CH3:1])[CH3:21])=[N:6]2)[CH2:25][CH2:24][CH2:23][CH2:22][CH2:27]1. The catalyst class is: 607. (3) Reactant: [F:1][C:2]1[CH:3]=[C:4]([CH2:9][C:10]([OH:12])=O)[CH:5]=[C:6]([F:8])[CH:7]=1.[C:13]([C:17]1[S:21][C:20]([NH:22][C:23](=[O:29])[CH:24]([NH2:28])[CH2:25][CH2:26][CH3:27])=[N:19][N:18]=1)([CH3:16])([CH3:15])[CH3:14].CCN=C=NCCCN(C)C.Cl.C(N(CC)CC)C. Product: [C:13]([C:17]1[S:21][C:20]([NH:22][C:23](=[O:29])[CH:24]([NH:28][C:10](=[O:12])[CH2:9][C:4]2[CH:5]=[C:6]([F:8])[CH:7]=[C:2]([F:1])[CH:3]=2)[CH2:25][CH2:26][CH3:27])=[N:19][N:18]=1)([CH3:15])([CH3:14])[CH3:16]. The catalyst class is: 2.